Dataset: Forward reaction prediction with 1.9M reactions from USPTO patents (1976-2016). Task: Predict the product of the given reaction. (1) The product is: [OH:1][C@@:2]1([CH2:60][O:61][CH3:62])[CH2:7][CH2:6][CH2:5][CH2:4][C@H:3]1[N:8]1[C:12]([C:13]2[CH:14]=[CH:15][CH:16]=[CH:17][CH:18]=2)=[C:11]([C:19]([N:21]2[CH2:26][CH2:25][N:24]([C:27]([O:29][CH2:30][C:31]3[CH:32]=[CH:33][CH:34]=[CH:35][CH:36]=3)=[O:28])[CH2:23][C@H:22]2[CH2:37][CH2:38][NH:39][C:52]2[CH:57]=[CH:56][CH:55]=[CH:54][C:53]=2[O:58][CH3:59])=[O:20])[N:10]=[CH:9]1. Given the reactants [OH:1][C@@:2]1([CH2:60][O:61][CH3:62])[CH2:7][CH2:6][CH2:5][CH2:4][C@H:3]1[N:8]1[C:12]([C:13]2[CH:18]=[CH:17][CH:16]=[CH:15][CH:14]=2)=[C:11]([C:19]([N:21]2[CH2:26][CH2:25][N:24]([C:27]([O:29][CH2:30][C:31]3[CH:36]=[CH:35][CH:34]=[CH:33][CH:32]=3)=[O:28])[CH2:23][C@H:22]2[CH2:37][CH2:38][N:39]([C:52]2[CH:57]=[CH:56][CH:55]=[CH:54][C:53]=2[O:58][CH3:59])S(C2C=CC=CC=2[N+]([O-])=O)(=O)=O)=[O:20])[N:10]=[CH:9]1.SCC(O)=O.O.[OH-].[Li+].C(=O)([O-])O.[Na+], predict the reaction product. (2) Given the reactants [CH3:1][C@@H:2]1[CH2:7][CH2:6][CH2:5][NH:4][C@@H:3]1[CH2:8][N:9]1[C:17](=[O:18])[C:16]2[C:11](=[CH:12][CH:13]=[CH:14][CH:15]=2)[C:10]1=[O:19].[F:20][C:21]1[C:29]([F:30])=[CH:28][C:24]([C:25](O)=[O:26])=[C:23]([I:31])[CH:22]=1.CCN(C(C)C)C(C)C.CN(C(ON1N=NC2C=CC=NC1=2)=[N+](C)C)C.F[P-](F)(F)(F)(F)F, predict the reaction product. The product is: [F:20][C:21]1[C:29]([F:30])=[CH:28][C:24]([C:25]([N:4]2[CH2:5][CH2:6][CH2:7][C@@H:2]([CH3:1])[C@H:3]2[CH2:8][N:9]2[C:17](=[O:18])[C:16]3[C:11](=[CH:12][CH:13]=[CH:14][CH:15]=3)[C:10]2=[O:19])=[O:26])=[C:23]([I:31])[CH:22]=1. (3) Given the reactants COC1C=CC(C([NH:18][C:19]([C:21]2[C:29]3[CH:28]=[C:27]([C:30]4[C:35]([CH3:36])=[CH:34][N:33]=[C:32](Cl)[N:31]=4)[S:26][C:25]=3[CH:24]=[CH:23][CH:22]=2)=[O:20])C2C=CC(OC)=CC=2)=CC=1.C(OC([N:45]1[CH2:50][CH2:49][CH:48]([CH2:51][CH2:52][CH2:53][NH2:54])[CH2:47][CH2:46]1)=O)(C)(C)C.C(N(C(C)C)CC)(C)C, predict the reaction product. The product is: [CH3:36][C:35]1[C:30]([C:27]2[S:26][C:25]3[CH:24]=[CH:23][CH:22]=[C:21]([C:19]([NH2:18])=[O:20])[C:29]=3[CH:28]=2)=[N:31][C:32]([NH:54][CH2:53][CH2:52][CH2:51][CH:48]2[CH2:49][CH2:50][NH:45][CH2:46][CH2:47]2)=[N:33][CH:34]=1. (4) Given the reactants C([O:8][C:9](=O)[C@H:10]([CH2:26][C:27]1[CH:32]=[CH:31][CH:30]=[CH:29][CH:28]=1)[N:11]([CH2:19][C:20]1[CH:25]=[CH:24][CH:23]=[CH:22][CH:21]=1)[CH2:12][C:13]1[CH:18]=[CH:17][CH:16]=[CH:15][CH:14]=1)C1C=CC=CC=1.Br[CH2:35][Cl:36].CCCCCC.C([Li])CCC.[Cl-].[NH4+], predict the reaction product. The product is: [CH2:19]([N:11]([CH2:12][C:13]1[CH:14]=[CH:15][CH:16]=[CH:17][CH:18]=1)[C@@H:10]([CH2:26][C:27]1[CH:28]=[CH:29][CH:30]=[CH:31][CH:32]=1)[C:9](=[O:8])[CH2:35][Cl:36])[C:20]1[CH:21]=[CH:22][CH:23]=[CH:24][CH:25]=1. (5) The product is: [CH3:46][C:47]1[CH:48]=[C:49]([CH:91]=[CH:92][CH:93]=1)[CH2:50][N:51]1[CH:55]=[C:54]([C:56]2[C:64]3[C:59](=[N:60][CH:61]=[C:62]([C:65]4[CH:66]=[CH:67][C:68]([N:71]5[CH2:72][CH2:73][N:74]([CH2:77][C@@H:78]([OH:80])[CH3:79])[CH2:75][CH2:76]5)=[CH:69][CH:70]=4)[CH:63]=3)[NH:58][CH:57]=2)[CH:53]=[N:52]1. Given the reactants Cl.FC1C=C(C=CC=1)CN1C=C(C2C3C(=NC=C(C4C=CC(C5CCNCC5)=CC=4)C=3)N(S(C3C=CC(C)=CC=3)(=O)=O)C=2)C=N1.[CH3:46][C:47]1[CH:48]=[C:49]([CH:91]=[CH:92][CH:93]=1)[CH2:50][N:51]1[CH:55]=[C:54]([C:56]2[C:64]3[C:59](=[N:60][CH:61]=[C:62]([C:65]4[CH:70]=[CH:69][C:68]([N:71]5[CH2:76][CH2:75][N:74]([CH2:77][C@@H:78]([OH:80])[CH3:79])[CH2:73][CH2:72]5)=[CH:67][CH:66]=4)[CH:63]=3)[N:58](S(C3C=CC(C)=CC=3)(=O)=O)[CH:57]=2)[CH:53]=[N:52]1.[OH-].[Li+], predict the reaction product. (6) The product is: [ClH:21].[NH2:7][CH:8]1[CH2:17][C:16]2[C:11](=[CH:12][CH:13]=[CH:14][C:15]=2[CH3:18])[NH:10][C:9]1=[O:19]. Given the reactants C(OC(=O)[NH:7][CH:8]1[CH2:17][C:16]2[C:11](=[CH:12][CH:13]=[CH:14][C:15]=2[CH3:18])[NH:10][C:9]1=[O:19])(C)(C)C.[ClH:21], predict the reaction product. (7) Given the reactants [C:1]([O:5][C:6]([N:8]1[C:16]2[C:11](=[CH:12][CH:13]=[CH:14][CH:15]=2)[CH2:10][C@H:9]1[C:17]([OH:19])=O)=[O:7])([CH3:4])([CH3:3])[CH3:2].[N:20]1[NH:21][N:22]=[N:23][C:24]=1[CH2:25][NH2:26].C(Cl)CCl.C1C=CC2N(O)N=NC=2C=1.CCN(C(C)C)C(C)C, predict the reaction product. The product is: [N:20]1[NH:21][N:22]=[N:23][C:24]=1[CH2:25][NH:26][C:17]([C@@H:9]1[CH2:10][C:11]2[C:16](=[CH:15][CH:14]=[CH:13][CH:12]=2)[N:8]1[C:6]([O:5][C:1]([CH3:2])([CH3:4])[CH3:3])=[O:7])=[O:19].